Dataset: Orexin1 receptor HTS with 218,158 compounds and 233 confirmed actives. Task: Binary Classification. Given a drug SMILES string, predict its activity (active/inactive) in a high-throughput screening assay against a specified biological target. The compound is S(CC(=O)Nc1c([N+]([O-])=O)cc(OC)cc1)c1n(ccn1)C. The result is 0 (inactive).